From a dataset of Reaction yield outcomes from USPTO patents with 853,638 reactions. Predict the reaction yield, written as a fraction of the theoretical maximum amount of product (1.0 means a 100% yield; for example, 0.34 means a 34% yield). (1) The reactants are Cl[C:2]1[C:3]2[C:10](=[CH:11][C:12]3[NH:13][C:14]([C:18]([N:20]4[CH2:25][CH2:24][O:23][CH2:22][CH2:21]4)=[O:19])=[CH:15][C:16]=3[CH3:17])[C:9](=[O:26])[NH:8][C:4]=2[N:5]=[CH:6][N:7]=1.[C:27]1([C@H:33]([NH2:35])[CH3:34])[CH:32]=[CH:31][CH:30]=[CH:29][CH:28]=1. The catalyst is COCCO.O. The product is [CH3:17][C:16]1[CH:15]=[C:14]([C:18]([N:20]2[CH2:25][CH2:24][O:23][CH2:22][CH2:21]2)=[O:19])[NH:13][C:12]=1[CH:11]=[C:10]1[C:3]2[C:2]([NH:35][CH:33]([C:27]3[CH:32]=[CH:31][CH:30]=[CH:29][CH:28]=3)[CH3:34])=[N:7][CH:6]=[N:5][C:4]=2[NH:8][C:9]1=[O:26]. The yield is 0.810. (2) The reactants are [F:1][C:2]([F:19])([F:18])[C:3]1[NH:4][C:5]2[C:10]([CH:11]=1)=[C:9]([C:12]([F:15])([F:14])[F:13])[C:8]([C:16]#[N:17])=[CH:7][CH:6]=2.C([O-])([O-])=O.[Cs+].[Cs+].Cl[CH2:27][C:28]1[N:32]=[C:31]([C:33]2[CH:38]=[CH:37][CH:36]=[C:35]([C:39]([F:42])([F:41])[F:40])[CH:34]=2)[O:30][N:29]=1.CC#N. The catalyst is CCOC(C)=O. The product is [F:19][C:2]([F:1])([F:18])[C:3]1[N:4]([CH2:27][C:28]2[N:32]=[C:31]([C:33]3[CH:38]=[CH:37][CH:36]=[C:35]([C:39]([F:42])([F:40])[F:41])[CH:34]=3)[O:30][N:29]=2)[C:5]2[C:10]([CH:11]=1)=[C:9]([C:12]([F:14])([F:15])[F:13])[C:8]([C:16]#[N:17])=[CH:7][CH:6]=2. The yield is 0.620. (3) The reactants are [OH:1][C:2]1[CH:7]=[CH:6][C:5]([NH:8][CH:9]=[C:10]2[C:18]3[C:13](=[CH:14][CH:15]=[CH:16][CH:17]=3)[NH:12][C:11]2=[O:19])=[CH:4][CH:3]=1.C(=O)([O-])[O-].[K+].[K+].Br[CH2:27][CH2:28][CH2:29][CH2:30][Cl:31]. The catalyst is CN(C=O)C. The product is [Cl:31][CH2:30][CH2:29][CH2:28][CH2:27][O:1][C:2]1[CH:7]=[CH:6][C:5]([NH:8][CH:9]=[C:10]2[C:18]3[C:13](=[CH:14][CH:15]=[CH:16][CH:17]=3)[NH:12][C:11]2=[O:19])=[CH:4][CH:3]=1. The yield is 0.470. (4) The reactants are [NH2:1][CH2:2][C:3]1[CH:4]=[C:5]2[C:10](=[CH:11][C:12]=1[C:13]([F:16])([F:15])[F:14])[NH:9][C:8](=[O:17])[N:7]([NH:18][S:19]([CH3:22])(=[O:21])=[O:20])[C:6]2=[O:23].CO[CH:26]1[CH2:30][CH2:29][CH:28](OC)O1. The catalyst is CC(O)=O. The product is [O:17]=[C:8]1[N:7]([NH:18][S:19]([CH3:22])(=[O:20])=[O:21])[C:6](=[O:23])[C:5]2[C:10](=[CH:11][C:12]([C:13]([F:15])([F:16])[F:14])=[C:3]([CH2:2][N:1]3[CH:26]=[CH:30][CH:29]=[CH:28]3)[CH:4]=2)[NH:9]1. The yield is 0.950. (5) The reactants are I[C:2]1[CH:3]=[C:4]([NH:8][S:9]([CH3:12])(=[O:11])=[O:10])[CH:5]=[CH:6][CH:7]=1.[CH2:13]([OH:16])[CH:14]=[CH2:15].C(=O)([O-])O.[Na+]. The catalyst is [Cl-].C([N+](CCCC)(CCCC)CCCC)CCC.CN(C)C=O.Cl.[Pd](Cl)Cl. The yield is 0.600. The product is [O:16]=[CH:13][CH2:14][CH2:15][C:2]1[CH:3]=[C:4]([NH:8][S:9]([CH3:12])(=[O:11])=[O:10])[CH:5]=[CH:6][CH:7]=1. (6) The reactants are Br[C:2]1[CH:3]=[N:4][C:5]([Cl:8])=[N:6][CH:7]=1.[Zn]([CH2:10][CH2:11][C:12]([F:15])([F:14])[F:13])[CH2:10][CH2:11][C:12]([F:15])([F:14])[F:13]. The catalyst is C1COCC1.CC(C)([P](C(C)(C)C)([Pd][P](C(C)(C)C)(C(C)(C)C)C(C)(C)C)C(C)(C)C)C. The product is [Cl:8][C:5]1[N:4]=[CH:3][C:2]([CH2:10][CH2:11][C:12]([F:15])([F:14])[F:13])=[CH:7][N:6]=1. The yield is 0.460. (7) The reactants are [NH:1]([C:18]([O:20][C:21]([CH3:24])([CH3:23])[CH3:22])=[O:19])[C@H:2]([C:15]([OH:17])=[O:16])[CH2:3][CH2:4][C:5](=[O:14])[O:6][CH2:7][C:8]1[CH:13]=[CH:12][CH:11]=[CH:10][CH:9]=1.[CH:25]1(O)[CH2:29][CH2:28][CH2:27][CH2:26]1.C(Cl)CCl. The catalyst is ClCCl.CN(C1C=CN=CC=1)C. The product is [CH:25]1([O:16][C:15](=[O:17])[C@@H:2]([NH:1][C:18]([O:20][C:21]([CH3:24])([CH3:23])[CH3:22])=[O:19])[CH2:3][CH2:4][C:5]([O:6][CH2:7][C:8]2[CH:13]=[CH:12][CH:11]=[CH:10][CH:9]=2)=[O:14])[CH2:29][CH2:28][CH2:27][CH2:26]1. The yield is 0.690. (8) The product is [NH2:6][C:5]1[CH:7]=[CH:8][C:2]([C:17]2[C:18]3[C:13](=[CH:12][CH:11]=[CH:10][CH:9]=3)[CH:14]=[CH:15][CH:16]=2)=[CH:3][CH:4]=1. The reactants are Br[C:2]1[CH:8]=[CH:7][C:5]([NH2:6])=[CH:4][CH:3]=1.[C:9]1(B(O)O)[C:18]2[C:13](=[CH:14][CH:15]=[CH:16][CH:17]=2)[CH:12]=[CH:11][CH:10]=1.C(O)C. The catalyst is C1(C)C=CC=CC=1.C([O-])(=O)C.[Pd+2].C([O-])(=O)C.CC1C=CC=CC=1P(C1C=CC=CC=1C)C1C=CC=CC=1C. The yield is 0.990.